Dataset: Forward reaction prediction with 1.9M reactions from USPTO patents (1976-2016). Task: Predict the product of the given reaction. (1) Given the reactants Cl.[N+:2]([C:5]1[CH:10]=[CH:9][C:8]([CH2:11][CH2:12][NH2:13])=[CH:7][CH:6]=1)([O-:4])=[O:3].[CH3:14][C:15]([O:18][C:19](ON=C(C1C=CC=CC=1)C#N)=[O:20])([CH3:17])[CH3:16], predict the reaction product. The product is: [C:15]([O:18][C:19](=[O:20])[NH:13][CH2:12][CH2:11][C:8]1[CH:7]=[CH:6][C:5]([N+:2]([O-:4])=[O:3])=[CH:10][CH:9]=1)([CH3:17])([CH3:16])[CH3:14]. (2) Given the reactants [F:1][C:2]1[CH:7]=[C:6]([F:8])[CH:5]=[C:4]([I:9])[C:3]=1[OH:10].Br[CH2:12][CH2:13][CH2:14]Br.[C:16](=[O:19])([O-])[O-].[K+].[K+], predict the reaction product. The product is: [F:1][C:2]1[CH:7]=[C:6]([F:8])[CH:5]=[C:4]([I:9])[C:3]=1[O:10][CH2:12][CH2:13][CH2:14][O:19][C:16]1[C:4]([I:9])=[CH:3][C:2]([F:1])=[CH:7][C:6]=1[F:8].